This data is from Reaction yield outcomes from USPTO patents with 853,638 reactions. The task is: Predict the reaction yield, written as a fraction of the theoretical maximum amount of product (1.0 means a 100% yield; for example, 0.34 means a 34% yield). (1) The reactants are [C:1]([NH:9][C:10]1[CH:24]=[CH:23][N:13]([C@@H:14]2[O:22][C@H:19]([CH2:20]O)[C@@H:17]([OH:18])[C@H:15]2[OH:16])[C:12](=[O:25])[N:11]=1)(=[O:8])[C:2]1[CH:7]=[CH:6][CH:5]=[CH:4][CH:3]=1.C1(P(C2C=CC=CC=2)C2C=CC=CC=2)C=CC=CC=1.[N-:45]=[N+:46]=[N-:47].[Li+].C(Br)(Br)(Br)Br. The catalyst is CC(N(C)C)=O.C(OCC)(=O)C. The product is [N:45]([CH2:20][C@H:19]1[O:22][C@@H:14]([N:13]2[CH:23]=[CH:24][C:10]([NH:9][C:1](=[O:8])[C:2]3[CH:7]=[CH:6][CH:5]=[CH:4][CH:3]=3)=[N:11][C:12]2=[O:25])[C@H:15]([OH:16])[C@@H:17]1[OH:18])=[N+:46]=[N-:47]. The yield is 0.890. (2) The reactants are [C:1]([C:3]1[CH:4]=[C:5]([OH:9])[CH:6]=[CH:7][CH:8]=1)#[N:2].N1C=CN=C1.[Si:15](Cl)([C:18]([CH3:21])([CH3:20])[CH3:19])([CH3:17])[CH3:16]. The catalyst is CN(C)C=O. The product is [CH3:19][C:18]([Si:15]([CH3:17])([CH3:16])[O:9][C:5]1[CH:4]=[C:3]([CH:8]=[CH:7][CH:6]=1)[C:1]#[N:2])([CH3:21])[CH3:20]. The yield is 0.920. (3) The reactants are Br[CH2:2][CH2:3][CH2:4][CH2:5][CH2:6][CH2:7][CH2:8][CH2:9][C:10]([NH:12][C:13]1[C:14]([S:20][CH3:21])=[N:15][C:16]([CH3:19])=[CH:17][CH:18]=1)=[O:11].[SH:22][C:23]1[O:24][C:25]2[CH:31]=[CH:30][CH:29]=[CH:28][C:26]=2[N:27]=1.C1OCCOCCOCCOCCOCCOC1.C(=O)([O-])[O-].[K+].[K+]. The catalyst is O.CN(C=O)C. The product is [O:24]1[C:25]2[CH:31]=[CH:30][CH:29]=[CH:28][C:26]=2[N:27]=[C:23]1[S:22][CH2:2][CH2:3][CH2:4][CH2:5][CH2:6][CH2:7][CH2:8][CH2:9][C:10]([NH:12][C:13]1[C:14]([S:20][CH3:21])=[N:15][C:16]([CH3:19])=[CH:17][CH:18]=1)=[O:11]. The yield is 0.790. (4) The reactants are [C:1]([C:3]1([C:8]([O:10][CH3:11])=[O:9])[CH2:7][CH2:6][CH2:5][CH2:4]1)#[N:2].[BH4-].[Na+].[C:14]([O:18][C:19](O[C:19]([O:18][C:14]([CH3:17])([CH3:16])[CH3:15])=[O:20])=[O:20])([CH3:17])([CH3:16])[CH3:15]. The catalyst is CO.C(Cl)Cl.O.[Co](Cl)Cl. The product is [C:14]([O:18][C:19]([NH:2][CH2:1][C:3]1([C:8]([O:10][CH3:11])=[O:9])[CH2:7][CH2:6][CH2:5][CH2:4]1)=[O:20])([CH3:17])([CH3:16])[CH3:15]. The yield is 0.710. (5) The reactants are C(OC([NH:8][C:9]1[S:13][C:12]([C:14]2[C:19]([F:20])=[CH:18][CH:17]=[CH:16][C:15]=2[F:21])=[N:11][C:10]=1[C:22]([NH:24][C:25]1[C:26]([N:43]2[CH2:48][CH2:47][CH2:46][C@H:45]([NH:49]C(=O)OC(C)(C)C)[CH2:44]2)=[C:27]2[CH:33]=[CH:32][N:31](S(C3C=CC=CC=3)(=O)=O)[C:28]2=[N:29][CH:30]=1)=[O:23])=O)(C)(C)C.C1COCC1. The catalyst is CO.[OH-].[Na+].CCOC(C)=O. The product is [NH2:8][C:9]1[S:13][C:12]([C:14]2[C:15]([F:21])=[CH:16][CH:17]=[CH:18][C:19]=2[F:20])=[N:11][C:10]=1[C:22]([NH:24][C:25]1[C:26]([N:43]2[CH2:48][CH2:47][CH2:46][C@H:45]([NH2:49])[CH2:44]2)=[C:27]2[CH:33]=[CH:32][NH:31][C:28]2=[N:29][CH:30]=1)=[O:23]. The yield is 0.410. (6) The reactants are [H-].[Na+].[CH3:3][N:4]1[CH2:9][CH2:8][N:7]([S:10]([CH2:13][CH2:14][NH:15][C:16]([C:18]2[CH:19]=[C:20]3[C:24](=[CH:25][CH:26]=2)[NH:23][C:22](=[O:27])[CH2:21]3)=[O:17])(=[O:12])=[O:11])[CH2:6][CH2:5]1.[Cl:28][C:29]1[CH:34]=[CH:33][C:32]([C:35]#[N:36])=[CH:31][N:30]=1. The catalyst is CN(C)C=O.C(=O)([O-])O.[Na+]. The product is [ClH:28].[C:35]([C:32]1[CH:33]=[CH:34][C:29]([C:21]2[C:20]3[C:24](=[CH:25][CH:26]=[C:18]([C:16]([NH:15][CH2:14][CH2:13][S:10]([N:7]4[CH2:6][CH2:5][N:4]([CH3:3])[CH2:9][CH2:8]4)(=[O:11])=[O:12])=[O:17])[CH:19]=3)[NH:23][C:22]=2[OH:27])=[N:30][CH:31]=1)#[N:36]. The yield is 0.130. (7) The reactants are C[O:2][C:3](=[O:21])[C:4]1[CH:9]=[CH:8][CH:7]=[C:6]([N:10]([S:17]([CH3:20])(=[O:19])=[O:18])[C:11]2[CH:16]=[CH:15][CH:14]=[CH:13][CH:12]=2)[CH:5]=1.[OH-].[Na+]. The catalyst is CO. The product is [CH3:20][S:17]([N:10]([C:11]1[CH:16]=[CH:15][CH:14]=[CH:13][CH:12]=1)[C:6]1[CH:5]=[C:4]([CH:9]=[CH:8][CH:7]=1)[C:3]([OH:21])=[O:2])(=[O:19])=[O:18]. The yield is 0.920. (8) The reactants are [F:1][C:2]1[CH:7]=[CH:6][C:5]([C:8]2[C:16]3[C:11](=[CH:12][CH:13]=[C:14]([NH2:17])[CH:15]=3)[N:10](OCCOC)[N:9]=2)=[CH:4][CH:3]=1.[F:23][C:24]1[CH:29]=[CH:28][C:27]([N:30]=[C:31]=[O:32])=[CH:26][CH:25]=1. The catalyst is O1CCOCC1. The product is [F:1][C:2]1[CH:3]=[CH:4][C:5]([C:8]2[C:16]3[C:11](=[CH:12][CH:13]=[C:14]([NH:17][C:31]([NH:30][C:27]4[CH:28]=[CH:29][C:24]([F:23])=[CH:25][CH:26]=4)=[O:32])[CH:15]=3)[NH:10][N:9]=2)=[CH:6][CH:7]=1. The yield is 0.190.